Dataset: Reaction yield outcomes from USPTO patents with 853,638 reactions. Task: Predict the reaction yield, written as a fraction of the theoretical maximum amount of product (1.0 means a 100% yield; for example, 0.34 means a 34% yield). The reactants are Cl[C:2]([C@:4]12[CH2:39][CH2:38][C@@H:37]([C:40]([CH3:42])=[CH2:41])[C@@H:5]1[C@@H:6]1[C@@:19]([CH3:22])([CH2:20][CH2:21]2)[C@@:18]2([CH3:23])[C@@H:9]([C@:10]3([CH3:36])[C@@H:15]([CH2:16][CH2:17]2)[C:14]([CH3:25])([CH3:24])[C:13]([C:26]2[CH:35]=[CH:34][C:29]([C:30]([O:32][CH3:33])=[O:31])=[CH:28][CH:27]=2)=[CH:12][CH2:11]3)[CH2:8][CH2:7]1)=[O:3].CCN(C(C)C)C(C)C.[CH3:52][N:53]([CH3:57])[CH2:54][CH2:55][NH2:56]. The catalyst is ClCCCl.CN(C1C=CN=CC=1)C. The product is [CH3:52][N:53]([CH3:57])[CH2:54][CH2:55][NH:56][C:2]([C@:4]12[CH2:39][CH2:38][C@@H:37]([CH:40]([CH3:42])[CH3:41])[C@@H:5]1[C@@H:6]1[C@@:19]([CH3:22])([CH2:20][CH2:21]2)[C@@:18]2([CH3:23])[C@@H:9]([C@:10]3([CH3:36])[C@@H:15]([CH2:16][CH2:17]2)[C:14]([CH3:25])([CH3:24])[C@@H:13]([C:26]2[CH:35]=[CH:34][C:29]([C:30]([O:32][CH3:33])=[O:31])=[CH:28][CH:27]=2)[CH2:12][CH2:11]3)[CH2:8][CH2:7]1)=[O:3]. The yield is 0.440.